From a dataset of Reaction yield outcomes from USPTO patents with 853,638 reactions. Predict the reaction yield, written as a fraction of the theoretical maximum amount of product (1.0 means a 100% yield; for example, 0.34 means a 34% yield). (1) The yield is 0.990. The reactants are [Cl:1][C:2]1[CH:7]=[C:6]([NH:8]/[C:9](/[NH:18]C(=O)OC(C)(C)C)=[N:10]/C(=O)OC(C)(C)C)[CH:5]=[CH:4][N:3]=1.[F:26][C:27]([F:32])([F:31])[C:28]([OH:30])=[O:29]. The product is [F:26][C:27]([F:32])([F:31])[C:28]([OH:30])=[O:29].[F:26][C:27]([F:32])([F:31])[C:28]([OH:30])=[O:29].[Cl:1][C:2]1[CH:7]=[C:6]([NH:8][C:9]([NH2:18])=[NH:10])[CH:5]=[CH:4][N:3]=1. The catalyst is ClCCl. (2) The catalyst is CN(C=O)C.O. The product is [NH2:1][C:2]1[C:11]2[C:6](=[C:7]([C:12]3[CH:20]=[CH:19][CH:18]=[C:14]([C:15]([N:27]4[CH2:30][CH2:29][CH2:28]4)=[O:17])[CH:13]=3)[CH:8]=[CH:9][CH:10]=2)[N:5]=[N:4][C:3]=1[C:21]([NH:22][CH2:23][CH2:24][CH3:25])=[O:26]. The reactants are [NH2:1][C:2]1[C:11]2[C:6](=[C:7]([C:12]3[CH:13]=[C:14]([CH:18]=[CH:19][CH:20]=3)[C:15]([OH:17])=O)[CH:8]=[CH:9][CH:10]=2)[N:5]=[N:4][C:3]=1[C:21](=[O:26])[NH:22][CH2:23][CH2:24][CH3:25].[NH:27]1[CH2:30][CH2:29][CH2:28]1.CN1CCOCC1.ON1C2C=CC=CC=2N=N1. The yield is 0.820. (3) The reactants are [CH:1](=[C:8]1[C:12](=[O:13])[O:11][C:10]([C:14]2[CH:19]=[CH:18][CH:17]=[CH:16][C:15]=2[Cl:20])=[N:9]1)[C:2]1[CH:7]=[CH:6][CH:5]=[CH:4][CH:3]=1.[Al+3].[Cl-].[Cl-].[Cl-]. The catalyst is ClCC(Cl)(Cl)Cl. The product is [Cl:20][C:15]1[CH:16]=[CH:17][CH:18]=[CH:19][C:14]=1[C:10]1[C:7]2[C:2](=[CH:3][CH:4]=[CH:5][CH:6]=2)[CH:1]=[C:8]([C:12]([OH:11])=[O:13])[N:9]=1. The yield is 0.350. (4) The reactants are O1[C:5]2([CH2:10][CH2:9][CH:8]([CH:11]([CH3:17])[C:12]([O:14][CH2:15][CH3:16])=[O:13])[CH2:7][CH2:6]2)[O:4]CC1.Cl. The catalyst is C1COCC1. The product is [O:4]=[C:5]1[CH2:10][CH2:9][CH:8]([CH:11]([CH3:17])[C:12]([O:14][CH2:15][CH3:16])=[O:13])[CH2:7][CH2:6]1. The yield is 0.790. (5) The reactants are C(O[C:6]([N:8]1[CH:12]([CH2:13][O:14][C:15]2[CH:24]=[CH:23][C:18]([C:19]([O:21][CH3:22])=[O:20])=[CH:17][CH:16]=2)[CH2:11][S:10][CH2:9]1)=[O:7])(C)(C)C.C(O)(C(F)(F)F)=[O:26].[CH:32]1[CH:33]=[CH:34][C:35]2N(O)N=[N:38][C:36]=2[CH:37]=1.C([N:44]([CH2:47]C)[CH2:45][CH3:46])C.CCN=C=N[CH2:54][CH2:55][CH2:56]N(C)C.[ClH:60].C1[CH2:65][O:64][CH2:63][CH2:62]1. The catalyst is C(Cl)Cl.CC#N. The product is [Cl:60][C:37]1[CH:32]=[CH:33][CH:34]=[CH:35][C:36]=1[NH:38][C:47](=[O:26])[NH:44][C:45]1[CH:46]=[CH:56][C:55]([CH2:54][C:6]([N:8]2[CH:12]([CH2:13][O:14][C:15]3[CH:16]=[CH:17][C:18]([C:19]([O:21][CH3:22])=[O:20])=[CH:23][CH:24]=3)[CH2:11][S:10][CH2:9]2)=[O:7])=[CH:62][C:63]=1[O:64][CH3:65]. The yield is 0.930.